Dataset: Experimentally validated miRNA-target interactions with 360,000+ pairs, plus equal number of negative samples. Task: Binary Classification. Given a miRNA mature sequence and a target amino acid sequence, predict their likelihood of interaction. (1) The miRNA is hsa-miR-6825-3p with sequence GCGCUGACCCGCCUUCUCCGCA. The protein sequence of the target gene is MASSAREHLLFVRRRNPQMRYTLSPENLQSLAAQNSMPENMALQRANSDTDLVTSESRSSLTASMYEYTLGQAQNLIIFWDIKEEVDPSDWIGLYHIDENSPANFWDSKNRGVTGTQKGQIVWRIEPGPYFMEPEIKICFKYYHGISGALRATTPCITVKNPAVMMGAEGMEGGASGSLHSRKLVSFTLSDLRAVGLKKGMFFNPDPYLKMSIQPGKKSSFPTCAHHGQERRSTIISNTTNPIWHREKYSFFALLTDVLEIEIKDKFAKSRPIIKRFLGKLTIPVQRLLERQAGDQMLSY.... Result: 0 (no interaction). (2) The miRNA is hsa-miR-195-5p with sequence UAGCAGCACAGAAAUAUUGGC. The protein sequence of the target gene is MLRFIQKFSQASSKILKYSFPVGLRTSRTDILSLKMSLQQNFSPCPRPWLSSSFPAYMSKTQCYHTSPCSFKKQQKQALLARPSSTITYLTDSPKPALCVTLAGLIPFVAPPLVMLMTKTYIPILAFTQMAYGASFLSFLGGIRWGFALPEGSPAKPDYLNLASSAAPLFFSWFAFLISERLSEAIVTVIMGMGVAFHLELFLLPHYPNWFKALRIVVTLLATFSFIITLVVKSSFPEKGHKRPGQV. Result: 1 (interaction). (3) The miRNA is hsa-miR-6834-5p with sequence GUGAGGGACUGGGAUUUGUGG. Result: 1 (interaction). The protein sequence of the target gene is MPVKKKRKSPGVAAAVAEDGGLKKCKISSYCRSQPPARLISGEEHFSSKKCLAWFYEYAGPDEVVGPEGMEKFCEDIGVEPENIIMLVLAWKLEAESMGFFTKEEWLKGMTSLQCDCTEKLQNKFDFLRSQLNDISSFKNIYRYAFDFARDKDQRSLDIDTAKSMLALLLGRTWPLFSVFYQYLEQSKYRVMNKDQWYNVLEFSRTVHADLSNYDEDGAWPVLLDEFVEWQKVRQTS.